From a dataset of Catalyst prediction with 721,799 reactions and 888 catalyst types from USPTO. Predict which catalyst facilitates the given reaction. (1) Reactant: [C:1]([O:5][C:6]([N:8]1[CH2:12][C@@H:11]([CH2:13][N:14]([CH:31]([CH3:33])[CH3:32])[C:15](=[O:30])[C:16]2[CH:21]=[CH:20][C:19]([O:22][CH3:23])=[C:18]([O:24][CH2:25][CH2:26][CH2:27][O:28][CH3:29])[CH:17]=2)[C@H:10]([CH:34]=O)[CH2:9]1)=[O:7])([CH3:4])([CH3:3])[CH3:2].S([O-])([O-])(=O)=O.[Mg+2].[CH3:42][NH2:43].[BH4-].[Na+]. Product: [C:1]([O:5][C:6]([N:8]1[CH2:9][C@@H:10]([CH2:34][NH:43][CH3:42])[C@H:11]([CH2:13][N:14]([CH:31]([CH3:33])[CH3:32])[C:15](=[O:30])[C:16]2[CH:21]=[CH:20][C:19]([O:22][CH3:23])=[C:18]([O:24][CH2:25][CH2:26][CH2:27][O:28][CH3:29])[CH:17]=2)[CH2:12]1)=[O:7])([CH3:2])([CH3:3])[CH3:4]. The catalyst class is: 1. (2) Reactant: [C:1]([O:5][C:6](=[O:23])[NH:7][C:8]1[CH:13]=[CH:12][C:11]([C:14]2[CH:19]=[CH:18][CH:17]=[CH:16][CH:15]=2)=[CH:10][C:9]=1[N+:20]([O-])=O)([CH3:4])([CH3:3])[CH3:2]. Product: [C:1]([O:5][C:6](=[O:23])[NH:7][C:8]1[CH:13]=[CH:12][C:11]([C:14]2[CH:15]=[CH:16][CH:17]=[CH:18][CH:19]=2)=[CH:10][C:9]=1[NH2:20])([CH3:4])([CH3:2])[CH3:3]. The catalyst class is: 45.